Task: Predict the reactants needed to synthesize the given product.. Dataset: Full USPTO retrosynthesis dataset with 1.9M reactions from patents (1976-2016) Given the product [Cl:1][C:2]1[CH:10]=[CH:9][C:8]([N:12]2[CH2:16][CH:15]=[CH:14][CH2:13]2)=[CH:7][C:3]=1[C:4]([NH2:6])=[O:5], predict the reactants needed to synthesize it. The reactants are: [Cl:1][C:2]1[CH:10]=[CH:9][C:8](F)=[CH:7][C:3]=1[C:4]([NH2:6])=[O:5].[NH:12]1[CH2:16][CH:15]=[CH:14][CH2:13]1.